Task: Predict the reactants needed to synthesize the given product.. Dataset: Full USPTO retrosynthesis dataset with 1.9M reactions from patents (1976-2016) (1) Given the product [CH:1]1([CH2:4][N:5]2[C:9]3[CH:10]=[CH:11][C:26]([C:27]([OH:29])=[O:28])=[CH:13][C:8]=3[N:7]=[C:6]2[CH2:16][C:17]2[CH:22]=[CH:21][C:20]([O:23][CH2:24][CH3:25])=[CH:19][N:18]=2)[CH2:3][CH2:2]1, predict the reactants needed to synthesize it. The reactants are: [CH:1]1([CH2:4][N:5]2[C:9]3[CH:10]=[CH:11]C(C#N)=[CH:13][C:8]=3[N:7]=[C:6]2[CH2:16][C:17]2[CH:22]=[CH:21][C:20]([O:23][CH2:24][CH3:25])=[CH:19][N:18]=2)[CH2:3][CH2:2]1.[CH3:26][CH2:27][OH:28].[OH-:29].[K+].Cl. (2) The reactants are: Cl.Cl[CH2:3][CH2:4][NH:5][CH2:6][CH2:7]Cl.[F:9][C:10]1[CH:11]=[C:12]([CH:14]=[C:15]([F:17])[CH:16]=1)[NH2:13].C(=O)([O-])[O-].[K+].[K+]. Given the product [F:9][C:10]1[CH:11]=[C:12]([N:13]2[CH2:7][CH2:6][NH:5][CH2:4][CH2:3]2)[CH:14]=[C:15]([F:17])[CH:16]=1, predict the reactants needed to synthesize it. (3) Given the product [NH2:13][CH2:14][CH:15]1[CH2:10][CH2:9][N:8]([CH2:1][C:2]2[CH:3]=[CH:4][CH:5]=[CH:6][CH:7]=2)[CH2:24][CH2:23]1, predict the reactants needed to synthesize it. The reactants are: [CH2:1]([NH:8][C:9](=O)[CH:10]1[CH2:15][CH2:14][NH:13]CC1)[C:2]1[CH:7]=[CH:6][CH:5]=[CH:4][CH:3]=1.[H-].[H-].[H-].[H-].[Li+].[Al+3].[CH2:23]1COC[CH2:24]1. (4) The reactants are: [CH3:1][O:2][C:3]1[CH:9]=[CH:8][C:6]([NH2:7])=[CH:5][CH:4]=1.[CH2:10]=O.[ClH:12].[CH2:13]([N:15]([CH2:30][CH3:31])[C:16]1[CH:21]=[CH:20][C:19]([C:22]([C:24]2[CH:29]=[CH:28][CH:27]=[CH:26][N:25]=2)=O)=[CH:18][CH:17]=1)[CH3:14]. Given the product [Cl-:12].[CH2:13]([N:15]([CH2:30][CH3:31])[C:16]1[CH:21]=[CH:20][C:19]([C:22]2[N:7]([C:6]3[CH:8]=[CH:9][C:3]([O:2][CH3:1])=[CH:4][CH:5]=3)[CH:10]=[N+:25]3[CH:26]=[CH:27][CH:28]=[CH:29][C:24]=23)=[CH:18][CH:17]=1)[CH3:14], predict the reactants needed to synthesize it.